Dataset: Forward reaction prediction with 1.9M reactions from USPTO patents (1976-2016). Task: Predict the product of the given reaction. (1) Given the reactants [Cl:1][C:2]1[CH:7]=[CH:6][C:5]([CH:8]([NH:15][C:16](=[O:36])[CH2:17][C:18]2[CH:19]=[CH:20][C:21]([OH:35])=[C:22]([NH:24][C:25](=O)[C:26]3[C:31]([CH3:32])=[CH:30][CH:29]=[N:28][C:27]=3[CH3:33])[CH:23]=2)[C:9]2[CH:14]=[CH:13][CH:12]=[CH:11][CH:10]=2)=[C:4]([CH3:37])[CH:3]=1.CC1C=CC(S(O)(=O)=O)=CC=1.O, predict the reaction product. The product is: [Cl:1][C:2]1[CH:7]=[CH:6][C:5]([CH:8]([C:9]2[CH:10]=[CH:11][CH:12]=[CH:13][CH:14]=2)[NH:15][C:16](=[O:36])[CH2:17][C:18]2[CH:19]=[CH:20][C:21]3[O:35][C:25]([C:26]4[C:27]([CH3:33])=[N:28][CH:29]=[CH:30][C:31]=4[CH3:32])=[N:24][C:22]=3[CH:23]=2)=[C:4]([CH3:37])[CH:3]=1. (2) Given the reactants [NH2:1][C:2]1[S:3][CH:4]=[CH:5][N:6]=1.[CH:7]1([N+:13]#[C-:14])[CH2:12][CH2:11][CH2:10][CH2:9][CH2:8]1.[CH3:15][C:16]1[CH:23]=[CH:22][C:21]([CH3:24])=[CH:20][C:17]=1[CH:18]=O, predict the reaction product. The product is: [CH:7]1([NH:13][C:14]2[N:6]3[C:2]([S:3][CH:4]=[CH:5]3)=[N:1][C:18]=2[C:17]2[CH:20]=[C:21]([CH3:24])[CH:22]=[CH:23][C:16]=2[CH3:15])[CH2:12][CH2:11][CH2:10][CH2:9][CH2:8]1. (3) Given the reactants O.C1(C)C=CC(S(O)(=O)=O)=CC=1.[CH2:13]([OH:17])[CH:14]([OH:16])[CH3:15].[Cl:18][C:19]1[N:24]=[CH:23][C:22]([NH:25]C(=O)OC(C)(C)C)=[C:21]([C:33](=O)[CH2:34][CH3:35])[CH:20]=1, predict the reaction product. The product is: [Cl:18][C:19]1[N:24]=[CH:23][C:22]([NH2:25])=[C:21]([C:33]2([CH2:34][CH3:35])[O:16][CH:14]([CH3:15])[CH2:13][O:17]2)[CH:20]=1. (4) Given the reactants Br[C:2]1[CH:3]=[C:4]([C:8]2[CH:12]=[C:11]([O:13][C:14]3[CH:19]=[CH:18][C:17]([C:20]([F:23])([F:22])[F:21])=[CH:16][CH:15]=3)[N:10]([CH2:24][CH2:25]O[Si](C(C)(C)C)(C)C)[N:9]=2)[CH:5]=[CH:6][CH:7]=1.[Li]CCCC.[CH3:39][C:40]([S:43]([N:45]=[C:46]1[CH2:49][O:48][CH2:47]1)=[O:44])([CH3:42])[CH3:41], predict the reaction product. The product is: [CH:24]([N:10]1[C:11]([O:13][C:14]2[CH:15]=[CH:16][C:17]([C:20]([F:21])([F:23])[F:22])=[CH:18][CH:19]=2)=[CH:12][C:8]([C:4]2[CH:3]=[C:2]([C:46]3([NH:45][S:43]([C:40]([CH3:39])([CH3:41])[CH3:42])=[O:44])[CH2:49][O:48][CH2:47]3)[CH:7]=[CH:6][CH:5]=2)=[N:9]1)=[CH2:25]. (5) The product is: [CH2:1]([NH:3][C:4]([NH:6][C:7]1[N:12]=[CH:11][C:10]([C:13]2[CH:14]=[N:15][CH:16]=[C:17]([C:19]3[O:20][C:21](=[O:24])[NH:22][N:23]=3)[CH:18]=2)=[C:9]([C:25]2[CH:38]=[N:35][N:54]([CH2:52][CH2:53][N:27]3[CH2:28][CH2:34][O:51][CH2:33][CH2:32]3)[CH:26]=2)[CH:8]=1)=[O:5])[CH3:2]. Given the reactants [CH2:1]([NH:3][C:4]([NH:6][C:7]1[N:12]=[CH:11][C:10]([C:13]2[CH:14]=[N:15][CH:16]=[C:17]([C:19]3[O:20][C:21](=[O:24])[NH:22][N:23]=3)[CH:18]=2)=[C:9]([C:25]#[CH:26])[CH:8]=1)=[O:5])[CH3:2].[N:27]1[C:32]([CH3:33])=CC=C[C:28]=1[CH3:34].[N:35]([CH2:38]C1C=CC=CC=1)=[N+]=[N-].CN1C(=[O:51])CCC1.[C:52](#[N:54])[CH3:53], predict the reaction product. (6) Given the reactants Br[C:2]1[CH:7]=[CH:6][C:5]([O:8][CH3:9])=[C:4]([N+:10]([O-:12])=[O:11])[CH:3]=1.Cl.[C@H:14]12[CH2:20][C@H:17]([O:18][CH2:19]1)[CH2:16][NH:15]2.C1(P(C2CCCCC2)C2C=CC=CC=2C2C=CC=CC=2)CCCCC1.C(=O)([O-])[O-].[Cs+].[Cs+].C(N(CC)CC)C, predict the reaction product. The product is: [CH3:9][O:8][C:5]1[CH:6]=[CH:7][C:2]([N:15]2[CH2:16][C@@H:17]3[CH2:20][C@H:14]2[CH2:19][O:18]3)=[CH:3][C:4]=1[N+:10]([O-:12])=[O:11]. (7) Given the reactants [CH3:1][C@H:2]1[C:17]2[CH:18]=[CH:19][CH:20]=[C:21]([OH:22])[C:16]=2[C:15]([OH:23])=[C:14]2[C@@H:3]1[C@H:4]([OH:32])[C@@H:5]1[C@:11]([OH:24])([C:12]2=[O:13])[C:10]([OH:25])=[C:9]([C:26]([NH2:28])=[O:27])[C:7](=[O:8])[C@H:6]1[N:29]([CH3:31])[CH3:30].O.O.OC1O[C@H](CO)[C@@H](O[C@@H]2O[C@H](CO)[C@H](O)[C@H](O)[C@H]2O)[C@H](O)[C@H]1O.C(O)[C@H]([C@H]([C@@H]([C@@H](CO)O)O)O)O.[Cl-].[Na+], predict the reaction product. The product is: [CH3:1][C@@H:2]1[C@@H:3]2[C:14](=[C:12]([OH:13])[C@:11]3([OH:24])[C:10](=[O:25])[C:9]([C:26]([NH2:28])=[O:27])=[C:7]([OH:8])[C@@H:6]([N:29]([CH3:30])[CH3:31])[C@@H:5]3[C@H:4]2[OH:32])[C:15](=[O:23])[C:16]2[C:21]([OH:22])=[CH:20][CH:19]=[CH:18][C:17]1=2. (8) Given the reactants [CH2:1]([O:3][C:4]1[CH:5]=[C:6]([C:13]([O:21]C)(OC)[CH2:14][CH2:15][C:16]([O-:18])=O)[CH:7]=[CH:8][C:9]=1[O:10][CH2:11][CH3:12])[CH3:2].[K+].ClC1C=C(Cl)C=C(Cl)C=1C(Cl)=O.[CH2:36]([N:43]1[CH:47]=[CH:46][C:45]([NH2:48])=[C:44]1[C:49]1[CH:54]=[CH:53][CH:52]=[CH:51][CH:50]=1)[C:37]1[CH:42]=[CH:41][CH:40]=[CH:39][CH:38]=1.C(=O)([O-])O.[Na+], predict the reaction product. The product is: [CH2:36]([N:43]1[CH:47]=[CH:46][C:45]([NH:48][C:16](=[O:18])[CH2:15][CH2:14][C:13]([C:6]2[CH:7]=[CH:8][C:9]([O:10][CH2:11][CH3:12])=[C:4]([O:3][CH2:1][CH3:2])[CH:5]=2)=[O:21])=[C:44]1[C:49]1[CH:54]=[CH:53][CH:52]=[CH:51][CH:50]=1)[C:37]1[CH:38]=[CH:39][CH:40]=[CH:41][CH:42]=1. (9) Given the reactants [CH2:1]([NH:3][S:4]([C:7]1[CH:8]=[N:9][N:10]2[C:15]([NH:16][C:17]3[CH:22]=[CH:21][C:20]([F:23])=[CH:19][C:18]=3[CH3:24])=[C:14]([C:25](OCC)=[O:26])[CH:13]=[N:12][C:11]=12)(=[O:6])=[O:5])[CH3:2].Cl.[F:31][C:32]1[CH:37]=[CH:36][C:35]([CH:38]2[CH2:43][CH2:42][NH:41][CH2:40][CH2:39]2)=[CH:34][CH:33]=1, predict the reaction product. The product is: [CH2:1]([NH:3][S:4]([C:7]1[CH:8]=[N:9][N:10]2[C:15]([NH:16][C:17]3[CH:22]=[CH:21][C:20]([F:23])=[CH:19][C:18]=3[CH3:24])=[C:14]([C:25]([N:41]3[CH2:42][CH2:43][CH:38]([C:35]4[CH:34]=[CH:33][C:32]([F:31])=[CH:37][CH:36]=4)[CH2:39][CH2:40]3)=[O:26])[CH:13]=[N:12][C:11]=12)(=[O:5])=[O:6])[CH3:2]. (10) Given the reactants BrC1C=CC(F)=C(C2[S:9][CH:10]=[C:11]([C:13]([OH:15])=[O:14])N=2)C=1.[F:17][C:18]([F:28])([F:27])[C:19]1[N:24]=[C:23]([C:25]#[N:26])[CH:22]=[CH:21][CH:20]=1, predict the reaction product. The product is: [F:28][C:18]([F:27])([F:17])[C:19]1[N:24]=[C:23]([C:25]2[S:9][CH:10]=[C:11]([C:13]([OH:15])=[O:14])[N:26]=2)[CH:22]=[CH:21][CH:20]=1.